Dataset: Full USPTO retrosynthesis dataset with 1.9M reactions from patents (1976-2016). Task: Predict the reactants needed to synthesize the given product. (1) The reactants are: [F:1][C:2]([F:11])([C:5]1[CH:10]=[CH:9][CH:8]=[CH:7][CH:6]=1)[CH:3]=O.[C:12]([CH:17]=P(C1C=CC=CC=1)(C1C=CC=CC=1)C1C=CC=CC=1)([O:14][CH2:15][CH3:16])=[O:13]. Given the product [F:1][C:2]([F:11])([C:5]1[CH:10]=[CH:9][CH:8]=[CH:7][CH:6]=1)/[CH:3]=[CH:17]/[C:12]([O:14][CH2:15][CH3:16])=[O:13], predict the reactants needed to synthesize it. (2) Given the product [Cl:9][C:7]1[CH:8]=[C:3]2[C:4](=[CH:5][C:6]=1[Cl:10])[CH2:11][N:13]([C:14]1[CH:19]=[CH:18][CH:17]=[CH:16][C:15]=1/[CH:20]=[CH:21]/[C:22]([O:24][CH3:25])=[O:23])[CH2:2]2, predict the reactants needed to synthesize it. The reactants are: Br[CH2:2][C:3]1[CH:8]=[C:7]([Cl:9])[C:6]([Cl:10])=[CH:5][C:4]=1[CH2:11]Br.[NH2:13][C:14]1[CH:19]=[CH:18][CH:17]=[CH:16][C:15]=1/[CH:20]=[CH:21]/[C:22]([O:24][CH3:25])=[O:23].[K].